From a dataset of Full USPTO retrosynthesis dataset with 1.9M reactions from patents (1976-2016). Predict the reactants needed to synthesize the given product. (1) Given the product [Br:3][C:4]1[N:5]=[C:6]([C@H:15]2[CH2:16][CH2:17][C@H:18]([C:21]([OH:23])=[O:22])[CH2:19][CH2:20]2)[O:7][C:8]=1[C:9]1[CH:14]=[CH:13][CH:12]=[CH:11][CH:10]=1, predict the reactants needed to synthesize it. The reactants are: [OH-].[Na+].[Br:3][C:4]1[N:5]=[C:6]([C@H:15]2[CH2:20][CH2:19][C@H:18]([C:21]([O:23]C)=[O:22])[CH2:17][CH2:16]2)[O:7][C:8]=1[C:9]1[CH:14]=[CH:13][CH:12]=[CH:11][CH:10]=1. (2) Given the product [Cl:1][C:2]1[CH:3]=[CH:4][C:5]2[N:11]([CH2:12][C:13]([CH3:17])([CH3:16])[CH2:14][OH:15])[C:10](=[O:18])[C@@H:9]([CH2:19][C:20]([C:22]3[S:23][CH:24]=[C:25]([CH2:27][C:28]([OH:30])=[O:29])[N:26]=3)=[O:21])[O:8][C@H:7]([C:33]3[CH:38]=[CH:37][CH:36]=[C:35]([O:39][CH3:40])[C:34]=3[O:41][CH3:42])[C:6]=2[CH:43]=1, predict the reactants needed to synthesize it. The reactants are: [Cl:1][C:2]1[CH:3]=[CH:4][C:5]2[N:11]([CH2:12][C:13]([CH3:17])([CH3:16])[CH2:14][OH:15])[C:10](=[O:18])[C@@H:9]([CH2:19][C:20]([C:22]3[S:23][CH:24]=[C:25]([CH2:27][C:28]([O:30]CC)=[O:29])[N:26]=3)=[O:21])[O:8][C@H:7]([C:33]3[CH:38]=[CH:37][CH:36]=[C:35]([O:39][CH3:40])[C:34]=3[O:41][CH3:42])[C:6]=2[CH:43]=1.C(=O)([O-])[O-].[K+].[K+].Cl. (3) Given the product [Cl-:1].[NH4+:9].[OH:36][N:28]1[C:31]2[CH:32]=[CH:21][CH:20]=[CH:16][C:17]=2[N:18]=[N:19]1.[ClH:1].[CH3:31][N:28]([CH3:26])[CH2:29][CH2:30][CH2:37][N:34]=[C:35]=[N:9][CH2:8][CH3:3], predict the reactants needed to synthesize it. The reactants are: [Cl:1]C1C=CC=C[C:3]=1[C:8]1[N:9]=C([C:16]2[C:17](C)=[N:18][N:19]3C=CC=[CH:21][C:20]=23)SC=1C(O)=O.[CH2:26]([N:28]([CH2:31][CH3:32])[CH2:29][CH3:30])C.C[N:34]([CH3:37])[CH:35]=[O:36]. (4) Given the product [Br:34][C:7]1[C:8]2[C:13](=[CH:12][C:11]([CH2:16][NH:17][C:18]([C:20]3[CH:21]=[N:22][N:23]([C:28]4[CH:29]=[CH:30][CH:31]=[CH:32][CH:33]=4)[C:24]=3[CH2:25][CH2:26][CH3:27])=[O:19])=[CH:10][CH:9]=2)[CH:14]=[CH:15][C:6]=1[O:5][CH2:4][C:3]([OH:35])=[O:2], predict the reactants needed to synthesize it. The reactants are: C[O:2][C:3](=[O:35])[CH2:4][O:5][C:6]1[CH:15]=[CH:14][C:13]2[C:8](=[CH:9][CH:10]=[C:11]([CH2:16][NH:17][C:18]([C:20]3[CH:21]=[N:22][N:23]([C:28]4[CH:33]=[CH:32][CH:31]=[CH:30][CH:29]=4)[C:24]=3[CH2:25][CH2:26][CH3:27])=[O:19])[CH:12]=2)[C:7]=1[Br:34].[OH-].[Na+].O.